This data is from Full USPTO retrosynthesis dataset with 1.9M reactions from patents (1976-2016). The task is: Predict the reactants needed to synthesize the given product. (1) Given the product [CH2:1]([C:3]1[CH:12]=[C:11]2[C:6]([C:7](=[O:19])[N:8]([N:14]([C:26](=[O:32])[CH2:27][CH2:28][CH2:29][CH2:30][CH3:31])[S:15]([CH3:18])(=[O:16])=[O:17])[C:9](=[O:13])[NH:10]2)=[CH:5][C:4]=1[C:20]1[N:21]([CH3:25])[N:22]=[CH:23][CH:24]=1)[CH3:2], predict the reactants needed to synthesize it. The reactants are: [CH2:1]([C:3]1[CH:12]=[C:11]2[C:6]([C:7](=[O:19])[N:8]([NH:14][S:15]([CH3:18])(=[O:17])=[O:16])[C:9](=[O:13])[NH:10]2)=[CH:5][C:4]=1[C:20]1[N:21]([CH3:25])[N:22]=[CH:23][CH:24]=1)[CH3:2].[C:26](Cl)(=[O:32])[CH2:27][CH2:28][CH2:29][CH2:30][CH3:31]. (2) The reactants are: C([O:3][C:4]([C:6]1[CH:7]=[C:8]2[C:13](=[CH:14][CH:15]=1)[NH:12][CH:11]([C:16]1[CH:21]=[CH:20][CH:19]=[C:18]([N:22]([CH:26]([CH3:28])[CH3:27])[C:23]([NH2:25])=[O:24])[CH:17]=1)[C:10]([CH3:30])([CH3:29])[CH2:9]2)=[O:5])C.Cl. Given the product [CH:26]([N:22]([C:18]1[CH:17]=[C:16]([CH:11]2[C:10]([CH3:29])([CH3:30])[CH2:9][C:8]3[C:13](=[CH:14][CH:15]=[C:6]([C:4]([OH:5])=[O:3])[CH:7]=3)[NH:12]2)[CH:21]=[CH:20][CH:19]=1)[C:23]([NH2:25])=[O:24])([CH3:28])[CH3:27], predict the reactants needed to synthesize it. (3) Given the product [CH3:25][C:26]1[CH:31]=[CH:30][CH:29]=[CH:28][C:27]=1[S:32][C:2]1[CH:7]=[CH:6][C:5]2[C:8]3([CH2:23][O:24][C:4]=2[CH:3]=1)[CH2:13][CH2:12][N:11]([CH2:14][CH2:15][C:16]([O:18][C:19]([CH3:22])([CH3:21])[CH3:20])=[O:17])[CH2:10][CH2:9]3, predict the reactants needed to synthesize it. The reactants are: I[C:2]1[CH:7]=[CH:6][C:5]2[C:8]3([CH2:23][O:24][C:4]=2[CH:3]=1)[CH2:13][CH2:12][N:11]([CH2:14][CH2:15][C:16]([O:18][C:19]([CH3:22])([CH3:21])[CH3:20])=[O:17])[CH2:10][CH2:9]3.[CH3:25][C:26]1[CH:31]=[CH:30][CH:29]=[CH:28][C:27]=1[SH:32].C(=O)([O-])[O-].[K+].[K+]. (4) Given the product [F:7][C:8]1[CH:9]=[CH:12][C:13]([S:18][C:20]2[CH:14]=[CH:15][CH:8]=[CH:9][C:12]=2[CH:1]=[O:4])=[CH:14][CH:15]=1, predict the reactants needed to synthesize it. The reactants are: [C:1]([O-:4])([O-])=O.[K+].[K+].[F:7][C:8]1[CH:15]=[CH:14][CH:13]=[CH:12][C:9]=1C=O.O.C[S:18]([CH3:20])=O. (5) Given the product [CH:1]1[C:10]2[C:5](=[CH:6][CH:7]=[CH:8][CH:9]=2)[CH:4]=[CH:3][C:2]=1[CH2:11][O:12][C:13]1[CH:14]=[C:15]([CH:20]=[C:21]([N+:23]([O-:25])=[O:24])[CH:22]=1)[C:16]([NH:18][NH:19][C:33](=[O:40])[C:34]1[CH:39]=[CH:38][CH:37]=[CH:36][CH:35]=1)=[O:17], predict the reactants needed to synthesize it. The reactants are: [CH:1]1[C:10]2[C:5](=[CH:6][CH:7]=[CH:8][CH:9]=2)[CH:4]=[CH:3][C:2]=1[CH2:11][O:12][C:13]1[CH:14]=[C:15]([CH:20]=[C:21]([N+:23]([O-:25])=[O:24])[CH:22]=1)[C:16]([NH:18][NH2:19])=[O:17].C(N(CC)CC)C.[C:33](Br)(=[O:40])[C:34]1[CH:39]=[CH:38][CH:37]=[CH:36][CH:35]=1. (6) The reactants are: Br[C:2]1[CH:3]=[C:4]([CH:7]=[C:8]([O:10][C:11]([F:14])([F:13])[F:12])[CH:9]=1)[CH:5]=[O:6].[B:15]1([B:15]2[O:20][CH2:19][C:18]([CH3:22])([CH3:21])[CH2:17][O:16]2)[O:20][CH2:19][C:18]([CH3:22])([CH3:21])[CH2:17][O:16]1.C(O[K])(C)=O.O. Given the product [F:12][C:11]([F:14])([F:13])[O:10][C:8]1[CH:7]=[C:4]([CH:3]=[C:2]([B:15]2[O:20][CH2:19][C:18]([CH3:22])([CH3:21])[CH2:17][O:16]2)[CH:9]=1)[CH:5]=[O:6], predict the reactants needed to synthesize it. (7) Given the product [CH3:22][C@:19]12[C@@:18]3([CH3:23])[C@@H:9]([C@:10]4([CH3:37])[C@@H:15]([CH2:16][CH2:17]3)[C:14]([CH3:24])([CH3:25])[C:13]([C:26]3[CH2:31][CH2:30][CH:29]([C:32]([O:34][CH2:35][CH3:36])=[O:33])[CH2:28][CH:27]=3)=[CH:12][CH2:11]4)[CH2:8][CH2:7][C@@H:6]1[C@H:5]1[C@H:38]([C:41]([CH3:43])=[CH2:42])[CH2:39][CH2:40][C@:4]1([NH:1][CH2:2][CH2:3][N:60]1[CH2:61][CH2:62][CH:57]([S:54]([CH3:53])(=[O:56])=[O:55])[CH2:58][CH2:59]1)[CH2:21][CH2:20]2, predict the reactants needed to synthesize it. The reactants are: [N:1]1([C@:4]23[CH2:40][CH2:39][C@@H:38]([C:41]([CH3:43])=[CH2:42])[C@@H:5]2[C@@H:6]2[C@@:19]([CH3:22])([CH2:20][CH2:21]3)[C@@:18]3([CH3:23])[C@@H:9]([C@:10]4([CH3:37])[C@@H:15]([CH2:16][CH2:17]3)[C:14]([CH3:25])([CH3:24])[C:13]([C:26]3[CH2:31][CH2:30][CH:29]([C:32]([O:34][CH2:35][CH3:36])=[O:33])[CH2:28][CH:27]=3)=[CH:12][CH2:11]4)[CH2:8][CH2:7]2)[CH2:3][CH2:2]1.CCN(C(C)C)C(C)C.[CH3:53][S:54]([CH:57]1[CH2:62][CH2:61][NH:60][CH2:59][CH2:58]1)(=[O:56])=[O:55]. (8) The reactants are: [CH:1]([C:4]1[N:8]2[CH:9]=[C:10]([C:13]#[C:14][C:15]3[CH:20]=[CH:19][CH:18]=[C:17]([CH3:21])[N:16]=3)[CH:11]=[CH:12][C:7]2=[N:6][N:5]=1)([CH3:3])[CH3:2].[N:22]([Si](C)(C)C)=[N+:23]=[N-:24]. Given the product [CH:1]([C:4]1[N:8]2[CH:9]=[C:10]([C:13]3[N:22]=[N:23][NH:24][C:14]=3[C:15]3[CH:20]=[CH:19][CH:18]=[C:17]([CH3:21])[N:16]=3)[CH:11]=[CH:12][C:7]2=[N:6][N:5]=1)([CH3:3])[CH3:2], predict the reactants needed to synthesize it. (9) The reactants are: Cl[C:2]1[O:3][C:4]2[C:10]([Cl:11])=[CH:9][CH:8]=[CH:7][C:5]=2[N:6]=1.[CH2:12]1[CH2:17][CH2:16][CH:15]([CH2:18][C@H:19]([NH2:23])[C:20]([OH:22])=O)[CH2:14][CH2:13]1.Cl.Cl.[F:26][C:27]1[CH:32]=[CH:31][C:30]([NH:33][CH2:34][CH2:35][NH2:36])=[CH:29][CH:28]=1. Given the product [Cl:11][C:10]1[C:4]2[O:3][C:2]([NH:23][C@@H:19]([CH2:18][CH:15]3[CH2:14][CH2:13][CH2:12][CH2:17][CH2:16]3)[C:20]([NH:36][CH2:35][CH2:34][NH:33][C:30]3[CH:31]=[CH:32][C:27]([F:26])=[CH:28][CH:29]=3)=[O:22])=[N:6][C:5]=2[CH:7]=[CH:8][CH:9]=1, predict the reactants needed to synthesize it. (10) Given the product [CH2:1]([N:5]1[C:9]2[C:10](=[O:26])[N:11]([CH2:15][C:16]3[CH:25]=[CH:24][C:23]4[C:18](=[CH:19][CH:20]=[CH:21][CH:22]=4)[N:17]=3)[N:12]([CH2:35][C:36]#[N:37])[C:13](=[O:14])[C:8]=2[N:7]=[C:6]1[Cl:27])[C:2]#[C:3][CH3:4], predict the reactants needed to synthesize it. The reactants are: [CH2:1]([N:5]1[C:9]2[C:10](=[O:26])[N:11]([CH2:15][C:16]3[CH:25]=[CH:24][C:23]4[C:18](=[CH:19][CH:20]=[CH:21][CH:22]=4)[N:17]=3)[NH:12][C:13](=[O:14])[C:8]=2[N:7]=[C:6]1[Cl:27])[C:2]#[C:3][CH3:4].C(=O)([O-])[O-].[K+].[K+].Br[CH2:35][C:36]#[N:37].[Cl-].[Na+].